Dataset: Full USPTO retrosynthesis dataset with 1.9M reactions from patents (1976-2016). Task: Predict the reactants needed to synthesize the given product. (1) Given the product [S:3]1[N:7]=[CH:6][C:5]([O:8][CH2:9][C@@H:10]2[O:14][C:13](=[O:15])[N:12]([C:16]3[CH:17]=[CH:18][C:19]([I:1])=[CH:20][CH:21]=3)[CH2:11]2)=[N:4]1, predict the reactants needed to synthesize it. The reactants are: [I:1]I.[S:3]1[N:7]=[CH:6][C:5]([O:8][CH2:9][C@@H:10]2[O:14][C:13](=[O:15])[N:12]([C:16]3[CH:21]=[CH:20][CH:19]=[CH:18][CH:17]=3)[CH2:11]2)=[N:4]1. (2) Given the product [Br:1][C:2]1[CH:10]=[CH:9][CH:8]=[C:7]2[C:3]=1[C:4](=[O:12])[C:5](=[O:11])[N:6]2[CH2:17][C:18]1[CH:23]=[CH:22][CH:21]=[CH:20][N:19]=1, predict the reactants needed to synthesize it. The reactants are: [Br:1][C:2]1[CH:10]=[CH:9][CH:8]=[C:7]2[C:3]=1[C:4](=[O:12])[C:5](=[O:11])[NH:6]2.[H-].[Na+].Br.Br[CH2:17][C:18]1[CH:23]=[CH:22][CH:21]=[CH:20][N:19]=1. (3) Given the product [CH:8]([C:7]1[CH:6]=[C:5]2[C:10](=[C:9]([C:3]3[CH:4]=[CH:5][CH:6]=[C:11]([O:14][CH2:18][C:19]4[CH:24]=[CH:23][C:22]([S:25]([CH3:28])(=[O:27])=[O:26])=[CH:21][CH:20]=4)[CH:2]=3)[CH:8]=1)[N:1]=[CH:2][CH:3]=[CH:4]2)([CH3:9])[CH3:7], predict the reactants needed to synthesize it. The reactants are: [N:1]1[C:10]2[C:5](=[CH:6][CH:7]=[CH:8][CH:9]=2)[CH:4]=[CH:3][CH:2]=1.[C:11]([O-:14])([O-])=O.[Cs+].[Cs+].Cl[CH2:18][C:19]1[CH:24]=[CH:23][C:22]([S:25]([CH3:28])(=[O:27])=[O:26])=[CH:21][CH:20]=1. (4) Given the product [CH2:20]([O:1][C:2]1[CH:7]=[C:6]([CH3:8])[CH:5]=[CH:4][C:3]=1[C:9](=[O:11])[CH3:10])[CH:19]=[CH2:18], predict the reactants needed to synthesize it. The reactants are: [OH:1][C:2]1[CH:7]=[C:6]([CH3:8])[CH:5]=[CH:4][C:3]=1[C:9](=[O:11])[CH3:10].C(=O)([O-])[O-].[K+].[K+].[CH2:18](Br)[CH:19]=[CH2:20]. (5) Given the product [ClH:16].[Cl:16][C:17]1[CH:22]=[CH:21][C:20]([CH2:23][CH2:24][NH2:25])=[CH:19][C:18]=1[C:26]([F:27])([F:28])[F:29], predict the reactants needed to synthesize it. The reactants are: Cl.FC1C=C(CCN)C=C(C(F)(F)F)C=1.[Cl:16][C:17]1[CH:22]=[CH:21][C:20]([CH2:23][C:24]#[N:25])=[CH:19][C:18]=1[C:26]([F:29])([F:28])[F:27].C1COCC1. (6) Given the product [C:21]([O:20][C:18](=[O:17])[N:4]([CH2:1][CH:2]=[CH2:3])[C:5](=[O:9])[CH2:6][O:7][CH3:8])([CH3:24])([CH3:23])[CH3:22], predict the reactants needed to synthesize it. The reactants are: [CH2:1]([NH:4][C:5](=[O:9])[CH2:6][O:7][CH3:8])[CH:2]=[CH2:3].CCN(CC)CC.[O:17](C(OC(C)(C)C)=O)[C:18]([O:20][C:21]([CH3:24])([CH3:23])[CH3:22])=O.O.